From a dataset of NCI-60 drug combinations with 297,098 pairs across 59 cell lines. Regression. Given two drug SMILES strings and cell line genomic features, predict the synergy score measuring deviation from expected non-interaction effect. (1) Drug 1: C1=NC2=C(N1)C(=S)N=CN2. Drug 2: C(CCl)NC(=O)N(CCCl)N=O. Cell line: SR. Synergy scores: CSS=52.4, Synergy_ZIP=0.828, Synergy_Bliss=2.14, Synergy_Loewe=-7.57, Synergy_HSA=3.51. (2) Drug 1: CC1=C(N=C(N=C1N)C(CC(=O)N)NCC(C(=O)N)N)C(=O)NC(C(C2=CN=CN2)OC3C(C(C(C(O3)CO)O)O)OC4C(C(C(C(O4)CO)O)OC(=O)N)O)C(=O)NC(C)C(C(C)C(=O)NC(C(C)O)C(=O)NCCC5=NC(=CS5)C6=NC(=CS6)C(=O)NCCC[S+](C)C)O. Drug 2: B(C(CC(C)C)NC(=O)C(CC1=CC=CC=C1)NC(=O)C2=NC=CN=C2)(O)O. Cell line: HOP-92. Synergy scores: CSS=68.6, Synergy_ZIP=0.455, Synergy_Bliss=0.812, Synergy_Loewe=-0.409, Synergy_HSA=0.972. (3) Drug 1: C1=C(C(=O)NC(=O)N1)F. Drug 2: CC1=C(C(=CC=C1)Cl)NC(=O)C2=CN=C(S2)NC3=CC(=NC(=N3)C)N4CCN(CC4)CCO. Cell line: NCI-H322M. Synergy scores: CSS=32.4, Synergy_ZIP=-3.97, Synergy_Bliss=-2.57, Synergy_Loewe=1.19, Synergy_HSA=1.46. (4) Drug 1: C1CC(C1)(C(=O)O)C(=O)O.[NH2-].[NH2-].[Pt+2]. Drug 2: CC1C(C(CC(O1)OC2CC(OC(C2O)C)OC3=CC4=CC5=C(C(=O)C(C(C5)C(C(=O)C(C(C)O)O)OC)OC6CC(C(C(O6)C)O)OC7CC(C(C(O7)C)O)OC8CC(C(C(O8)C)O)(C)O)C(=C4C(=C3C)O)O)O)O. Cell line: UACC62. Synergy scores: CSS=31.7, Synergy_ZIP=-2.86, Synergy_Bliss=1.14, Synergy_Loewe=-1.19, Synergy_HSA=0.689. (5) Drug 1: C(CC(=O)O)C(=O)CN.Cl. Drug 2: CC12CCC3C(C1CCC2OP(=O)(O)O)CCC4=C3C=CC(=C4)OC(=O)N(CCCl)CCCl.[Na+]. Cell line: T-47D. Synergy scores: CSS=-0.739, Synergy_ZIP=-0.284, Synergy_Bliss=0.190, Synergy_Loewe=-5.61, Synergy_HSA=-5.05. (6) Drug 1: CC1=C(C=C(C=C1)C(=O)NC2=CC(=CC(=C2)C(F)(F)F)N3C=C(N=C3)C)NC4=NC=CC(=N4)C5=CN=CC=C5. Drug 2: C1=NC(=NC(=O)N1C2C(C(C(O2)CO)O)O)N. Cell line: SW-620. Synergy scores: CSS=32.1, Synergy_ZIP=-8.15, Synergy_Bliss=0.716, Synergy_Loewe=-6.63, Synergy_HSA=-1.01.